This data is from Peptide-MHC class I binding affinity with 185,985 pairs from IEDB/IMGT. The task is: Regression. Given a peptide amino acid sequence and an MHC pseudo amino acid sequence, predict their binding affinity value. This is MHC class I binding data. The peptide sequence is MTRRRVLSV. The MHC is HLA-B14:02 with pseudo-sequence HLA-B14:02. The binding affinity (normalized) is 0.738.